This data is from Catalyst prediction with 721,799 reactions and 888 catalyst types from USPTO. The task is: Predict which catalyst facilitates the given reaction. (1) The catalyst class is: 6. Product: [Cl:1][C:2]1[CH:3]=[C:4]([C:9]2([C:31]([F:34])([F:33])[F:32])[O:13][N:12]=[C:11]([C:14]3[CH:29]=[CH:28][C:17]([C:18]([NH:20][CH2:21][C:22]4[CH:27]=[CH:26][CH:25]=[CH:24][N:23]=4)=[O:19])=[C:16]([S:36][CH3:35])[CH:15]=3)[CH2:10]2)[CH:5]=[C:6]([Cl:8])[CH:7]=1. Reactant: [Cl:1][C:2]1[CH:3]=[C:4]([C:9]2([C:31]([F:34])([F:33])[F:32])[O:13][N:12]=[C:11]([C:14]3[CH:29]=[CH:28][C:17]([C:18]([NH:20][CH2:21][C:22]4[CH:27]=[CH:26][CH:25]=[CH:24][N:23]=4)=[O:19])=[C:16](F)[CH:15]=3)[CH2:10]2)[CH:5]=[C:6]([Cl:8])[CH:7]=1.[CH3:35][S:36](C)=O. (2) Reactant: Cl[C:2]1[N:10]=[CH:9][N:8]=[C:7]2[C:3]=1[N:4]=[CH:5][N:6]2[C@H:11]1[C@@H:15]2[O:16]C(C)(C)[O:18][C@@H:14]2[C@@H:13]([CH2:21][NH:22][S:23](=O)(=[O:25])[O-:24])[O:12]1.[F:27][C:28]1[CH:35]=[CH:34][C:31]([CH2:32][NH2:33])=[CH:30][CH:29]=1.CC[N:38](C(C)C)C(C)C. Product: [F:27][C:28]1[CH:35]=[CH:34][C:31]([CH2:32][NH:33][C:2]2[N:10]=[CH:9][N:8]=[C:7]3[C:3]=2[N:4]=[CH:5][N:6]3[C@@H:11]2[O:12][C@H:13]([CH2:21][NH:22][S:23]([NH2:38])(=[O:25])=[O:24])[C@@H:14]([OH:18])[C@H:15]2[OH:16])=[CH:30][CH:29]=1. The catalyst class is: 14. (3) Reactant: [CH3:1][C:2]1[C:11]2[C:6](=[CH:7][CH:8]=[CH:9][CH:10]=2)[C:5]([C:12]2(O)[C:25]3[CH:24]=[C:23]([C:26]4[CH:35]=[CH:34][C:33]5[C:28](=[CH:29][C:30]([Si:36]([CH:43]([CH3:45])[CH3:44])([CH:40]([CH3:42])[CH3:41])[CH:37]([CH3:39])[CH3:38])=[CH:31][CH:32]=5)[CH:27]=4)[CH:22]=[CH:21][C:20]=3[C:19]([C:47]3[C:56]4[C:51](=[CH:52][CH:53]=[CH:54][CH:55]=4)[C:50]([CH3:57])=[CH:49][CH:48]=3)(O)[C:18]3[C:13]2=[CH:14][CH:15]=[CH:16][CH:17]=3)=[CH:4][CH:3]=1. Product: [CH3:1][C:2]1[C:11]2[C:6](=[CH:7][CH:8]=[CH:9][CH:10]=2)[C:5]([C:12]2[C:13]3[C:18]([C:19]([C:47]4[C:56]5[C:51](=[CH:52][CH:53]=[CH:54][CH:55]=5)[C:50]([CH3:57])=[CH:49][CH:48]=4)=[C:20]4[C:25]=2[CH:24]=[C:23]([C:26]2[CH:27]=[C:28]5[C:33]([CH:32]=[CH:31][C:30]([Si:36]([CH:40]([CH3:42])[CH3:41])([CH:43]([CH3:44])[CH3:45])[CH:37]([CH3:38])[CH3:39])=[CH:29]5)=[CH:34][CH:35]=2)[CH:22]=[CH:21]4)=[CH:17][CH:16]=[CH:15][CH:14]=3)=[CH:4][CH:3]=1. The catalyst class is: 52.